This data is from Reaction yield outcomes from USPTO patents with 853,638 reactions. The task is: Predict the reaction yield, written as a fraction of the theoretical maximum amount of product (1.0 means a 100% yield; for example, 0.34 means a 34% yield). (1) The reactants are [Cl:1][C:2]1[N:7]=[C:6](Cl)[C:5]([N+:9]([O-:11])=[O:10])=[CH:4][N:3]=1.[CH3:12][O-:13].[K+]. The catalyst is CO. The product is [Cl:1][C:2]1[N:7]=[C:6]([O:13][CH3:12])[C:5]([N+:9]([O-:11])=[O:10])=[CH:4][N:3]=1. The yield is 0.379. (2) The reactants are C[O:2][C:3]1[CH:4]=[C:5]([C:9]2([CH:15]3C(=O)OC(C)(C)[O:17][C:16]3=[O:24])[CH2:14][CH2:13][CH2:12][CH2:11][CH2:10]2)[CH:6]=[CH:7][CH:8]=1.C1(OC)C(C(O)=O)=CC=CC=1.[OH-].[Na+].C(S)CCCCCCCCCCC. The catalyst is CN1CCCC1=O.O. The product is [OH:2][C:3]1[CH:4]=[C:5]([C:9]2([CH2:15][C:16]([OH:24])=[O:17])[CH2:14][CH2:13][CH2:12][CH2:11][CH2:10]2)[CH:6]=[CH:7][CH:8]=1. The yield is 1.45. (3) The reactants are [NH:1]1[CH:6]=[CH:5][CH:4]=[CH:3][C:2]1=[O:7].[H-].[Na+].[CH2:10]([O:12][C:13](=[O:16])[CH2:14][CH3:15])[CH3:11]. The catalyst is C1COCC1. The product is [CH2:10]([O:12][C:13](=[O:16])[C@@H:14]([N:1]1[CH:6]=[CH:5][CH:4]=[CH:3][C:2]1=[O:7])[CH3:15])[CH3:11]. The yield is 0.460. (4) The reactants are Br[C:2]1[CH:11]=[CH:10][C:9]2[C:4](=[CH:5][CH:6]=[C:7]([C:12]3[CH:17]=[CH:16][CH:15]=[CH:14][CH:13]=3)[CH:8]=2)[CH:3]=1.CCCCCC.C([Li])CCC.[B:29](OC(C)C)([O:34]C(C)C)[O:30]C(C)C. The catalyst is O.C1(C)C=CC=CC=1.C(OCC)C. The product is [C:12]1([C:7]2[CH:8]=[C:9]3[C:4](=[CH:5][CH:6]=2)[CH:3]=[C:2]([B:29]([OH:34])[OH:30])[CH:11]=[CH:10]3)[CH:17]=[CH:16][CH:15]=[CH:14][CH:13]=1. The yield is 0.870. (5) The reactants are [CH3:1][C:2]1([CH3:12])[O:7][C@H:6](/[CH:8]=[CH:9]\[CH2:10][OH:11])[CH2:5][CH2:4][O:3]1.[C:13]([O:17][C:18](=[O:21])[CH2:19]Br)([CH3:16])([CH3:15])[CH3:14].O.[OH-].[Cs+]. The catalyst is C(#N)C.[I-].C([N+](CCCC)(CCCC)CCCC)CCC. The product is [CH3:1][C:2]1([CH3:12])[O:7][C@H:6](/[CH:8]=[CH:9]\[CH2:10][O:11][CH2:19][C:18]([O:17][C:13]([CH3:16])([CH3:15])[CH3:14])=[O:21])[CH2:5][CH2:4][O:3]1. The yield is 0.970. (6) The product is [F:33][C:29]1[CH:28]=[C:27]([CH:32]=[CH:31][CH:30]=1)[CH2:26][O:25][C:22]1[CH:23]=[CH:24][C:19]([NH:18][C:16]2[N:15]=[CH:14][N:13]=[C:12]3[NH:11][N:10]=[C:9]([O:8][CH2:7][CH2:6][N:39]4[CH2:40][CH2:41][N:36]([CH3:35])[CH2:37][CH2:38]4)[C:17]=23)=[CH:20][C:21]=1[CH3:34]. The reactants are CS(O[CH2:6][CH2:7][O:8][C:9]1[C:17]2[C:12](=[N:13][CH:14]=[N:15][C:16]=2[NH:18][C:19]2[CH:24]=[CH:23][C:22]([O:25][CH2:26][C:27]3[CH:32]=[CH:31][CH:30]=[C:29]([F:33])[CH:28]=3)=[C:21]([CH3:34])[CH:20]=2)[NH:11][N:10]=1)(=O)=O.[CH3:35][N:36]1[CH2:41][CH2:40][NH:39][CH2:38][CH2:37]1. No catalyst specified. The yield is 0.230. (7) The reactants are [F:1][C:2]1[CH:10]=[C:9]2[C:5]([C:6]([C:11]3[CH:12]=[CH:13][C:14]([N:17]4[CH2:22][CH2:21][CH:20]([NH2:23])[CH2:19][CH2:18]4)=[N:15][CH:16]=3)=[CH:7][NH:8]2)=[CH:4][CH:3]=1.CCN(CC)CC.[CH3:31][O:32][CH2:33][CH2:34][S:35](Cl)(=[O:37])=[O:36]. The catalyst is C(Cl)Cl.CN(C=O)C. The product is [F:1][C:2]1[CH:10]=[C:9]2[C:5]([C:6]([C:11]3[CH:12]=[CH:13][C:14]([N:17]4[CH2:22][CH2:21][CH:20]([NH:23][S:35]([CH2:34][CH2:33][O:32][CH3:31])(=[O:37])=[O:36])[CH2:19][CH2:18]4)=[N:15][CH:16]=3)=[CH:7][NH:8]2)=[CH:4][CH:3]=1. The yield is 0.550. (8) The reactants are [CH3:1][C:2]1[CH:27]=[C:26]([CH3:28])[CH:25]=[C:24]([CH3:29])[C:3]=1[C:4]([P:6]([C:13](=[O:23])[C:14]1[C:19]([CH3:20])=[CH:18][C:17]([CH3:21])=[CH:16][C:15]=1[CH3:22])([CH2:8][C:9]([O:11][CH3:12])=[O:10])=[O:7])=[O:5].[CH2:30](O)[C:31]#C.C([O-])(=O)CCCCCCCCCCC.C([O-])(=O)CCCCCCCCCCC.C([Sn+2]CCCC)CCC. No catalyst specified. The product is [CH3:22][C:15]1[CH:16]=[C:17]([CH3:21])[CH:18]=[C:19]([CH3:20])[C:14]=1[C:13]([P:6]([CH2:8][C:9]([O:11][CH2:12][C:30]#[CH:31])=[O:10])([C:4](=[O:5])[C:3]1[C:24]([CH3:29])=[CH:25][C:26]([CH3:28])=[CH:27][C:2]=1[CH3:1])=[O:7])=[O:23]. The yield is 0.550.